Dataset: Full USPTO retrosynthesis dataset with 1.9M reactions from patents (1976-2016). Task: Predict the reactants needed to synthesize the given product. Given the product [CH3:7][N:6]([CH2:8]/[CH:12]=[CH:13]/[C:15]([Cl:17])=[O:16])[CH3:5], predict the reactants needed to synthesize it. The reactants are: C(#N)C.Cl.[CH3:5][N:6](/[C:8](=[CH:12]\[CH3:13])/C(O)=O)[CH3:7].C(Cl)(=O)[C:15]([Cl:17])=[O:16].